Dataset: Catalyst prediction with 721,799 reactions and 888 catalyst types from USPTO. Task: Predict which catalyst facilitates the given reaction. (1) Reactant: [F:1][C:2]1[CH:7]=[CH:6][C:5]([F:8])=[CH:4][C:3]=1[CH2:9][CH2:10][O:11][CH2:12][C:13]([NH:15][C:16]([C:18]1[C:23](Cl)=[N:22][CH:21]=[CH:20][N:19]=1)=[O:17])=[NH:14].CS(C)=O.CC([O-])(C)C.[K+].Cl. Product: [F:1][C:2]1[CH:7]=[CH:6][C:5]([F:8])=[CH:4][C:3]=1[CH2:9][CH2:10][O:11][CH2:12][C:13]1[NH:15][C:16](=[O:17])[C:18]2[C:23](=[N:22][CH:21]=[CH:20][N:19]=2)[N:14]=1. The catalyst class is: 6. (2) Reactant: [C:1]1([CH2:7][CH2:8][CH2:9][CH2:10][CH2:11]Br)[CH:6]=[CH:5][CH:4]=[CH:3][CH:2]=1.[Mg].[Br-].C[O:16][C:17]([C@@H:19]1[CH2:24][CH2:23][CH2:22][CH2:21][N:20]1[S:25](=[O:40])(=[O:39])[NH:26][C:27]1[CH:32]=[C:31]([O:33][CH3:34])[C:30]([O:35][CH3:36])=[C:29]([O:37][CH3:38])[CH:28]=1)=O.[Cl-].[NH4+]. Product: [CH3:38][O:37][C:29]1[CH:28]=[C:27]([NH:26][S:25]([N:20]2[CH2:21][CH2:22][CH2:23][CH2:24][C@H:19]2[C:17](=[O:16])[CH2:11][CH2:10][CH2:9][CH2:8][CH2:7][C:1]2[CH:6]=[CH:5][CH:4]=[CH:3][CH:2]=2)(=[O:40])=[O:39])[CH:32]=[C:31]([O:33][CH3:34])[C:30]=1[O:35][CH3:36]. The catalyst class is: 332. (3) Reactant: [OH:1][C:2]([CH3:27])([CH3:26])[CH2:3][N:4]1[CH2:9][CH2:8][CH:7]([CH:10]([C:12]2[N:16]3[N:17]=[C:18]([CH3:21])[CH:19]=[CH:20][C:15]3=[C:14]([C:22](O)=[O:23])[C:13]=2[CH3:25])[CH3:11])[CH2:6][CH2:5]1.[NH2:28][CH2:29][C:30]1[C:31](=[O:38])[NH:32][C:33]([CH3:37])=[CH:34][C:35]=1[CH3:36].C(N(CC)CC)C. Product: [CH3:36][C:35]1[CH:34]=[C:33]([CH3:37])[NH:32][C:31](=[O:38])[C:30]=1[CH2:29][NH:28][C:22]([C:14]1[C:13]([CH3:25])=[C:12]([CH:10]([CH:7]2[CH2:6][CH2:5][N:4]([CH2:3][C:2]([OH:1])([CH3:27])[CH3:26])[CH2:9][CH2:8]2)[CH3:11])[N:16]2[C:15]=1[CH:20]=[CH:19][C:18]([CH3:21])=[N:17]2)=[O:23]. The catalyst class is: 4. (4) Reactant: [Cl:1][C:2]1[N:7]=[C:6](Cl)[C:5]([O:9][CH3:10])=[C:4]([Cl:11])[N:3]=1.[NH3:12].O. Product: [Cl:1][C:2]1[N:7]=[C:6]([NH2:12])[C:5]([O:9][CH3:10])=[C:4]([Cl:11])[N:3]=1. The catalyst class is: 16.